Dataset: Forward reaction prediction with 1.9M reactions from USPTO patents (1976-2016). Task: Predict the product of the given reaction. (1) Given the reactants [Br-].[CH:2]1([Zn+])[CH2:5][CH2:4][CH2:3]1.Br[C:8]1[CH:17]=[CH:16][C:11]([C:12]([O:14][CH3:15])=[O:13])=[C:10]([CH3:18])[CH:9]=1.C(Cl)Cl, predict the reaction product. The product is: [CH:2]1([C:8]2[CH:17]=[CH:16][C:11]([C:12]([O:14][CH3:15])=[O:13])=[C:10]([CH3:18])[CH:9]=2)[CH2:5][CH2:4][CH2:3]1. (2) Given the reactants [CH3:1][O:2][C:3]1[CH:11]=[C:10]2[C:6]([C:7]([CH2:25][N:26]([CH3:28])[CH3:27])=[CH:8][N:9]2[Si:12]([C:21]([CH3:24])([CH3:23])[CH3:22])([C:17]([CH3:20])([CH3:19])[CH3:18])[C:13]([CH3:16])([CH3:15])[CH3:14])=[CH:5][CH:4]=1.C([Li])(C)(C)C.[Cl:34]C(Cl)(Cl)C(Cl)(Cl)Cl, predict the reaction product. The product is: [Cl:34][C:5]1[CH:4]=[C:3]([O:2][CH3:1])[CH:11]=[C:10]2[C:6]=1[C:7]([CH2:25][N:26]([CH3:28])[CH3:27])=[CH:8][N:9]2[Si:12]([C:21]([CH3:24])([CH3:23])[CH3:22])([C:13]([CH3:14])([CH3:15])[CH3:16])[C:17]([CH3:19])([CH3:18])[CH3:20]. (3) Given the reactants C[O:2][C:3]1[CH:19]=[CH:18][C:6]2[N:7]=[C:8]([C:10]3[CH:11]=[CH:12][C:13]([NH:16][CH3:17])=[N:14][CH:15]=3)[O:9][C:5]=2[CH:4]=1.Cl, predict the reaction product. The product is: [CH3:17][NH:16][C:13]1[N:14]=[CH:15][C:10]([C:8]2[O:9][C:5]3[CH:4]=[C:3]([OH:2])[CH:19]=[CH:18][C:6]=3[N:7]=2)=[CH:11][CH:12]=1. (4) Given the reactants [Cl:1][C:2]1[CH:7]=[CH:6][C:5]([S:8]([NH:11][C@H:12]([CH2:16][CH2:17][C:18]([F:21])([F:20])[F:19])[C:13]([NH2:15])=[O:14])(=[O:10])=[O:9])=[CH:4][CH:3]=1.Br[CH2:23][C:24]1[CH:29]=[CH:28][C:27]([C:30]2[N:34]=[CH:33][O:32][N:31]=2)=[CH:26][C:25]=1[F:35].C(=O)([O-])[O-].[Cs+].[Cs+].NO.ClC1C=CC(S(N([C@H](CCC(F)(F)F)C(N)=O)CC2C=CC(C#N)=CC=2F)(=O)=O)=CC=1, predict the reaction product. The product is: [Cl:1][C:2]1[CH:7]=[CH:6][C:5]([S:8]([N:11]([CH2:23][C:24]2[CH:29]=[CH:28][C:27]([C:30]3[N:34]=[CH:33][O:32][N:31]=3)=[CH:26][C:25]=2[F:35])[C@H:12]([CH2:16][CH2:17][C:18]([F:21])([F:19])[F:20])[C:13]([NH2:15])=[O:14])(=[O:10])=[O:9])=[CH:4][CH:3]=1.